From a dataset of Full USPTO retrosynthesis dataset with 1.9M reactions from patents (1976-2016). Predict the reactants needed to synthesize the given product. Given the product [F:32][C:29]1[CH:30]=[CH:31][C:26]([S:23]([C:18]2[CH:17]=[C:16]([CH:21]=[CH:20][C:19]=2[OH:22])[O:15][C:11]2[C:12]([CH3:14])=[CH:13][C:8]([NH:7][C:5](=[O:6])[CH:4]([CH3:34])[C:3]([OH:35])=[O:2])=[CH:9][C:10]=2[CH3:33])(=[O:25])=[O:24])=[CH:27][CH:28]=1, predict the reactants needed to synthesize it. The reactants are: C[O:2][C:3](=[O:35])[CH:4]([CH3:34])[C:5]([NH:7][C:8]1[CH:13]=[C:12]([CH3:14])[C:11]([O:15][C:16]2[CH:21]=[CH:20][C:19]([OH:22])=[C:18]([S:23]([C:26]3[CH:31]=[CH:30][C:29]([F:32])=[CH:28][CH:27]=3)(=[O:25])=[O:24])[CH:17]=2)=[C:10]([CH3:33])[CH:9]=1)=[O:6].[OH-].[Na+].